From a dataset of Forward reaction prediction with 1.9M reactions from USPTO patents (1976-2016). Predict the product of the given reaction. (1) Given the reactants [CH3:1][C:2]([CH2:6][OH:7])([CH2:4][NH2:5])[CH3:3].C(=O)([O-])[O-].[Na+].[Na+].[C:14](O[C:14]([O:16][C:17]([CH3:20])([CH3:19])[CH3:18])=[O:15])([O:16][C:17]([CH3:20])([CH3:19])[CH3:18])=[O:15], predict the reaction product. The product is: [C:17]([O:16][C:14]([NH:5][CH2:4][C:2]([CH3:3])([CH3:1])[CH2:6][OH:7])=[O:15])([CH3:20])([CH3:19])[CH3:18]. (2) The product is: [Cl:49][C:50]1[CH:57]=[CH:56][CH:55]=[CH:54][C:51]=1[CH2:52][NH:53][C:13](=[O:15])[CH2:12][CH:4]1[C:5](=[O:11])[O:6][C:7]([CH3:9])([CH3:10])[CH2:8][N:3]1[CH2:1][CH3:2]. Given the reactants [CH2:1]([N:3]1[CH2:8][C:7]([CH3:10])([CH3:9])[O:6][C:5](=[O:11])[CH:4]1[CH2:12][C:13]([OH:15])=O)[CH3:2].C(N(C(C)C)CC)(C)C.CN(C(ON1N=NC2C=CC=NC1=2)=[N+](C)C)C.F[P-](F)(F)(F)(F)F.[Cl:49][C:50]1[CH:57]=[CH:56][CH:55]=[CH:54][C:51]=1[CH2:52][NH2:53], predict the reaction product. (3) Given the reactants [F:1][C:2]1[CH:3]=[C:4]([C:11]2[O:15][CH:14]=[N:13][CH:12]=2)[CH:5]=[C:6]([N+:8]([O-])=O)[CH:7]=1.N.O, predict the reaction product. The product is: [F:1][C:2]1[CH:7]=[C:6]([CH:5]=[C:4]([C:11]2[O:15][CH:14]=[N:13][CH:12]=2)[CH:3]=1)[NH2:8].